This data is from Forward reaction prediction with 1.9M reactions from USPTO patents (1976-2016). The task is: Predict the product of the given reaction. (1) Given the reactants C[O:2][C:3]([CH:5]1[CH2:13][C:12]2[C:7](=[CH:8][CH:9]=[C:10]([Br:14])[CH:11]=2)[CH2:6]1)=[O:4], predict the reaction product. The product is: [Br:14][C:10]1[CH:11]=[C:12]2[C:7](=[CH:8][CH:9]=1)[CH2:6][CH:5]([C:3]([OH:4])=[O:2])[CH2:13]2. (2) Given the reactants [C:1]([O:5][C:6]([NH:8][C:9]1[NH:13][N:12]=[C:11]([C:14]2[CH:15]=[C:16]([C:20]3[CH:25]=[CH:24][C:23]([C:26]([N:28]4[CH2:33][CH2:32][N:31](C(OCC5C=CC=CC=5)=O)[CH2:30][CH2:29]4)=[O:27])=[CH:22][CH:21]=3)[CH:17]=[CH:18][CH:19]=2)[CH:10]=1)=[O:7])([CH3:4])([CH3:3])[CH3:2].[H][H], predict the reaction product. The product is: [N:28]1([C:26]([C:23]2[CH:24]=[CH:25][C:20]([C:16]3[CH:17]=[CH:18][CH:19]=[C:14]([C:11]4[CH:10]=[C:9]([NH:8][C:6](=[O:7])[O:5][C:1]([CH3:3])([CH3:2])[CH3:4])[NH:13][N:12]=4)[CH:15]=3)=[CH:21][CH:22]=2)=[O:27])[CH2:33][CH2:32][NH:31][CH2:30][CH2:29]1. (3) Given the reactants [N:1]([C@@H:4]1[CH2:8][O:7][CH2:6][C@H:5]1[OH:9])=[N+]=[N-].[H][H].C(=O)([O-])[O-].[Na+].[Na+].[C:18]([O:22][C:23](O[C:23]([O:22][C:18]([CH3:21])([CH3:20])[CH3:19])=[O:24])=[O:24])([CH3:21])([CH3:20])[CH3:19], predict the reaction product. The product is: [OH:9][C@@H:5]1[CH2:6][O:7][CH2:8][C@H:4]1[NH:1][C:23](=[O:24])[O:22][C:18]([CH3:21])([CH3:20])[CH3:19]. (4) Given the reactants CCN(C(C)C)C(C)C.[Br:10][C:11]1[CH:19]=[CH:18][C:17]([F:20])=[CH:16][C:12]=1[C:13]([OH:15])=O.CCN=C=NCCCN(C)C.C1C=CC2N(O)N=NC=2C=1.[O:42]=[C:43]([N:61]1[CH2:66][CH2:65][NH:64][CH2:63][CH2:62]1)[CH2:44][NH:45][C:46](=[O:60])[C:47]1[CH:52]=[CH:51][C:50]([NH:53][C:54]2[CH:59]=[CH:58][CH:57]=[CH:56][CH:55]=2)=[CH:49][CH:48]=1.Cl, predict the reaction product. The product is: [Br:10][C:11]1[CH:19]=[CH:18][C:17]([F:20])=[CH:16][C:12]=1[C:13]([N:64]1[CH2:65][CH2:66][N:61]([C:43](=[O:42])[CH2:44][NH:45][C:46](=[O:60])[C:47]2[CH:48]=[CH:49][C:50]([NH:53][C:54]3[CH:55]=[CH:56][CH:57]=[CH:58][CH:59]=3)=[CH:51][CH:52]=2)[CH2:62][CH2:63]1)=[O:15].